Dataset: NCI-60 drug combinations with 297,098 pairs across 59 cell lines. Task: Regression. Given two drug SMILES strings and cell line genomic features, predict the synergy score measuring deviation from expected non-interaction effect. (1) Drug 1: C1=CC(=CC=C1CCC2=CNC3=C2C(=O)NC(=N3)N)C(=O)NC(CCC(=O)O)C(=O)O. Drug 2: C(=O)(N)NO. Cell line: SW-620. Synergy scores: CSS=36.7, Synergy_ZIP=-1.02, Synergy_Bliss=2.02, Synergy_Loewe=0.929, Synergy_HSA=2.45. (2) Drug 1: CCCS(=O)(=O)NC1=C(C(=C(C=C1)F)C(=O)C2=CNC3=C2C=C(C=N3)C4=CC=C(C=C4)Cl)F. Drug 2: CC(C1=C(C=CC(=C1Cl)F)Cl)OC2=C(N=CC(=C2)C3=CN(N=C3)C4CCNCC4)N. Cell line: CCRF-CEM. Synergy scores: CSS=31.5, Synergy_ZIP=-2.84, Synergy_Bliss=2.48, Synergy_Loewe=-7.55, Synergy_HSA=-0.0620. (3) Cell line: UACC-257. Drug 2: C1=CC(=C2C(=C1NCCNCCO)C(=O)C3=C(C=CC(=C3C2=O)O)O)NCCNCCO. Synergy scores: CSS=19.5, Synergy_ZIP=-0.812, Synergy_Bliss=3.46, Synergy_Loewe=-3.42, Synergy_HSA=4.57. Drug 1: C1=CC(=CC=C1CCC2=CNC3=C2C(=O)NC(=N3)N)C(=O)NC(CCC(=O)O)C(=O)O. (4) Drug 1: C1CN1P(=S)(N2CC2)N3CC3. Drug 2: CCC1(C2=C(COC1=O)C(=O)N3CC4=CC5=C(C=CC(=C5CN(C)C)O)N=C4C3=C2)O.Cl. Cell line: RXF 393. Synergy scores: CSS=19.1, Synergy_ZIP=-6.13, Synergy_Bliss=-0.769, Synergy_Loewe=-17.1, Synergy_HSA=-3.05.